This data is from Reaction yield outcomes from USPTO patents with 853,638 reactions. The task is: Predict the reaction yield, written as a fraction of the theoretical maximum amount of product (1.0 means a 100% yield; for example, 0.34 means a 34% yield). The reactants are [F:1][C:2]([F:18])([F:17])[C:3]([C:5]1[C:13]2[C:8](=[CH:9][C:10]([O:14][CH3:15])=[CH:11][CH:12]=2)[NH:7][C:6]=1[CH3:16])=[O:4].[CH2:19](I)[CH3:20].[H-].[Na+]. The catalyst is C1COCC1. The product is [CH2:19]([N:7]1[C:8]2[C:13](=[CH:12][CH:11]=[C:10]([O:14][CH3:15])[CH:9]=2)[C:5]([C:3](=[O:4])[C:2]([F:1])([F:17])[F:18])=[C:6]1[CH3:16])[CH3:20]. The yield is 0.400.